Dataset: Full USPTO retrosynthesis dataset with 1.9M reactions from patents (1976-2016). Task: Predict the reactants needed to synthesize the given product. (1) Given the product [O:25]([CH2:24][C:22]1[O:21][C:18]2[CH2:19][CH2:20][NH:15][CH2:16][C:17]=2[N:23]=1)[C:26]1[CH:27]=[CH:28][CH:29]=[CH:30][CH:31]=1, predict the reactants needed to synthesize it. The reactants are: FC(F)(F)C(O)=O.CC(OC([N:15]1[CH2:20][CH2:19][C:18]2[O:21][C:22]([CH2:24][O:25][C:26]3[CH:31]=[CH:30][CH:29]=[CH:28][CH:27]=3)=[N:23][C:17]=2[CH2:16]1)=O)(C)C.C([O-])([O-])=O.[Na+].[Na+]. (2) Given the product [NH2:37][C:33]1[N:32]=[C:31]([CH:29]([NH:28][C:23]2[CH:24]=[CH:25][CH:26]=[CH:27][C:22]=2[C:21]([NH:20][C:12]2[CH:11]=[C:10]3[C:15]([C:16]([CH3:19])([CH3:18])[CH2:17][NH:8][CH2:9]3)=[CH:14][CH:13]=2)=[O:38])[CH3:30])[CH:36]=[CH:35][N:34]=1, predict the reactants needed to synthesize it. The reactants are: C(OC([N:8]1[CH2:17][C:16]([CH3:19])([CH3:18])[C:15]2[C:10](=[CH:11][C:12]([NH:20][C:21](=[O:38])[C:22]3[CH:27]=[CH:26][CH:25]=[CH:24][C:23]=3[NH:28][CH:29]([C:31]3[CH:36]=[CH:35][N:34]=[C:33]([NH2:37])[N:32]=3)[CH3:30])=[CH:13][CH:14]=2)[CH2:9]1)=O)(C)(C)C.C(O)(C(F)(F)F)=O.[OH-].[Na+]. (3) Given the product [CH2:38]([N:21]([CH2:22][C:23]([F:25])([F:26])[F:24])[C:19](=[O:20])[C:18]1[CH:27]=[CH:28][CH:29]=[C:16]([N:13]2[CH2:12][CH2:11][N:10]([CH2:9][CH2:8][CH:7]([C:1]3[CH:2]=[CH:3][CH:4]=[CH:5][CH:6]=3)[C:30]3[CH:35]=[CH:34][CH:33]=[CH:32][CH:31]=3)[CH2:15][CH2:14]2)[CH:17]=1)[CH:37]=[CH2:36], predict the reactants needed to synthesize it. The reactants are: [C:1]1([CH:7]([C:30]2[CH:35]=[CH:34][CH:33]=[CH:32][CH:31]=2)[CH2:8][CH2:9][N:10]2[CH2:15][CH2:14][N:13]([C:16]3[CH:17]=[C:18]([CH:27]=[CH:28][CH:29]=3)[C:19]([NH:21][CH2:22][C:23]([F:26])([F:25])[F:24])=[O:20])[CH2:12][CH2:11]2)[CH:6]=[CH:5][CH:4]=[CH:3][CH:2]=1.[CH2:36](Br)[CH:37]=[CH2:38]. (4) Given the product [CH3:13][C:14]1[CH:19]=[CH:18][C:17]([CH2:20][CH:7]([C:1]2[CH:6]=[CH:5][CH:4]=[CH:3][CH:2]=2)[C:8](=[O:9])[CH3:10])=[CH:16][CH:15]=1, predict the reactants needed to synthesize it. The reactants are: [C:1]1([CH2:7][C:8]([CH3:10])=[O:9])[CH:6]=[CH:5][CH:4]=[CH:3][CH:2]=1.[OH-].[K+].[CH3:13][C:14]1[CH:19]=[CH:18][CH:17]=[CH:16][CH:15]=1.[CH2:20](Cl)Cl. (5) The reactants are: Br[C:2]1[CH:7]=[C:6]([O:8][CH3:9])[CH:5]=[C:4]([O:10][CH3:11])[CH:3]=1.[C:12]([Cu])#[N:13].[NH4+].[OH-]. Given the product [CH3:11][O:10][C:4]1[CH:3]=[C:2]([CH:7]=[C:6]([O:8][CH3:9])[CH:5]=1)[C:12]#[N:13], predict the reactants needed to synthesize it.